Dataset: Forward reaction prediction with 1.9M reactions from USPTO patents (1976-2016). Task: Predict the product of the given reaction. (1) Given the reactants [CH:1]([C:3]1[C:11]2[C:6](=[CH:7][C:8]([Cl:13])=[C:9]([Cl:12])[CH:10]=2)[N:5]([C@@H:14]2[O:28][C@H:27]([CH2:29][O:30]C(C3C=CC(C)=CC=3)=O)[C@@H:16]([O:17]C(C3C=CC(C)=CC=3)=O)[CH2:15]2)[C:4]=1Cl)=[O:2].[CH3:41][O-:42].[Na+].CO.C(Cl)(Cl)Cl, predict the reaction product. The product is: [Cl:12][C:9]1[CH:10]=[C:11]2[C:6](=[CH:7][C:8]=1[Cl:13])[N:5]([C@@H:14]1[O:28][C@H:27]([CH2:16][OH:17])[C@@H:29]([OH:30])[CH2:15]1)[C:4]([O:42][CH3:41])=[C:3]2[CH:1]=[O:2]. (2) Given the reactants C(=O)([O-])[O-].[K+].[K+].[O:7]([CH:14]1[CH2:17][NH:16][CH2:15]1)[C:8]1[CH:13]=[CH:12][CH:11]=[CH:10][CH:9]=1.Br[C:19]1[C:20]([NH2:26])=[N:21][CH:22]=[C:23]([CH3:25])[N:24]=1.O, predict the reaction product. The product is: [CH3:25][C:23]1[N:24]=[C:19]([N:16]2[CH2:17][CH:14]([O:7][C:8]3[CH:9]=[CH:10][CH:11]=[CH:12][CH:13]=3)[CH2:15]2)[C:20]([NH2:26])=[N:21][CH:22]=1. (3) Given the reactants [N:1]1([C:11]([O:13][CH2:14][C:15]2[CH:20]=[CH:19][CH:18]=[CH:17][CH:16]=2)=[O:12])[CH2:6][CH2:5][CH:4]([C:7](OC)=[O:8])[CH2:3][CH2:2]1.CC(C[AlH]CC(C)C)C.CO.[Cl-].[Na+], predict the reaction product. The product is: [CH:7]([CH:4]1[CH2:5][CH2:6][N:1]([C:11]([O:13][CH2:14][C:15]2[CH:16]=[CH:17][CH:18]=[CH:19][CH:20]=2)=[O:12])[CH2:2][CH2:3]1)=[O:8]. (4) The product is: [C:1]([O:4][C@H:5]1[CH2:22][CH2:21][C@@:20]2([CH3:23])[C@@H:7]([CH2:8][CH2:9][C@:10]3([CH3:35])[C@@H:19]2[CH2:18][CH2:17][C@H:16]2[C@@:11]3([CH3:34])[CH2:12][CH2:13][C@@:14]3([C:31]([N:38]4[CH2:42][CH2:41][CH2:40][C@H:39]4[C:43]4[NH:44][C:45]([C:48]5[CH:49]=[N:50][CH:51]=[CH:52][CH:53]=5)=[CH:46][N:47]=4)=[O:32])[CH2:26][CH2:25][C@@H:24]([C:27]4([CH3:30])[CH2:28][CH2:29]4)[C@@H:15]32)[C:6]1([CH3:37])[CH3:36])(=[O:3])[CH3:2]. Given the reactants [C:1]([O:4][C@H:5]1[CH2:22][CH2:21][C@@:20]2([CH3:23])[C@@H:7]([CH2:8][CH2:9][C@:10]3([CH3:35])[C@@H:19]2[CH2:18][CH2:17][C@H:16]2[C@@:11]3([CH3:34])[CH2:12][CH2:13][C@@:14]3([C:31](O)=[O:32])[CH2:26][CH2:25][C@@H:24]([C:27]4([CH3:30])[CH2:29][CH2:28]4)[C@@H:15]32)[C:6]1([CH3:37])[CH3:36])(=[O:3])[CH3:2].[NH:38]1[CH2:42][CH2:41][CH2:40][C@H:39]1[C:43]1[NH:44][C:45]([C:48]2[CH:49]=[N:50][CH:51]=[CH:52][CH:53]=2)=[CH:46][N:47]=1, predict the reaction product. (5) Given the reactants [F:1][CH:2]1[CH2:5][N:4]([C:6]2[N:11]=[C:10]([CH2:12][N:13]3[C@@H:17]([CH3:18])[C@@H:16]([C:19]4[CH:24]=[CH:23][CH:22]=[C:21]([O:25][C:26]([F:29])([F:28])[F:27])[CH:20]=4)[O:15][C:14]3=[O:30])[C:9]([C:31]3[CH:32]=[C:33]([C:39]4[CH:48]=[CH:47][C:42]([C:43]([O:45]C)=[O:44])=[CH:41][C:40]=4[CH3:49])[CH:34]=[N:35][C:36]=3[O:37][CH3:38])=[CH:8][N:7]=2)[CH2:3]1.[OH-].[Li+], predict the reaction product. The product is: [F:1][CH:2]1[CH2:5][N:4]([C:6]2[N:11]=[C:10]([CH2:12][N:13]3[C@@H:17]([CH3:18])[C@@H:16]([C:19]4[CH:24]=[CH:23][CH:22]=[C:21]([O:25][C:26]([F:29])([F:28])[F:27])[CH:20]=4)[O:15][C:14]3=[O:30])[C:9]([C:31]3[CH:32]=[C:33]([C:39]4[CH:48]=[CH:47][C:42]([C:43]([OH:45])=[O:44])=[CH:41][C:40]=4[CH3:49])[CH:34]=[N:35][C:36]=3[O:37][CH3:38])=[CH:8][N:7]=2)[CH2:3]1. (6) Given the reactants [CH:1]1([CH2:4][O:5][C:6]2[C:11]([F:12])=[CH:10][C:9]([C:13]3[O:14][C:15]4[CH:21]=[C:20]([O:22][CH2:23][C@@H:24]([NH:26][C:27](=O)[O:28]C(C)(C)C)[CH3:25])[CH:19]=[CH:18][C:16]=4[N:17]=3)=[CH:8][C:7]=2[F:34])[CH2:3][CH2:2]1.Cl.[C:36](OCC)(=O)C, predict the reaction product. The product is: [CH:1]1([CH2:4][O:5][C:6]2[C:7]([F:34])=[CH:8][C:9]([C:13]3[O:14][C:15]4[CH:21]=[C:20]([O:22][CH2:23][C@@H:24]([NH:26][C:27](=[O:28])[CH3:36])[CH3:25])[CH:19]=[CH:18][C:16]=4[N:17]=3)=[CH:10][C:11]=2[F:12])[CH2:2][CH2:3]1. (7) The product is: [CH3:7][NH:8][CH2:10][CH2:11][CH:12]([O:18][C:19]1[C:28]2[C:23](=[CH:24][CH:25]=[CH:26][CH:27]=2)[CH:22]=[CH:21][CH:20]=1)[C:13]1[S:14][CH:15]=[CH:16][CH:17]=1. Given the reactants C(O[K])(C)(C)C.[CH3:7][N:8]([CH2:10][CH2:11][C@@H:12]([O:18][C:19]1[C:28]2[C:23](=[CH:24][CH:25]=[CH:26][CH:27]=2)[CH:22]=[CH:21][CH:20]=1)[C:13]1[S:14][CH:15]=[CH:16][CH:17]=1)C, predict the reaction product. (8) Given the reactants [F:1][C:2]([F:13])([F:12])[C:3]1[CH:8]=[CH:7][C:6]([N:9]=[C:10]=[O:11])=[CH:5][CH:4]=1.[OH:14][CH:15]1[CH2:20][CH2:19][CH2:18][N:17]([CH3:21])[CH2:16]1, predict the reaction product. The product is: [F:1][C:2]([F:12])([F:13])[C:3]1[CH:4]=[CH:5][C:6]([NH:9][C:10](=[O:11])[O:14][CH:15]2[CH2:20][CH2:19][CH2:18][N:17]([CH3:21])[CH2:16]2)=[CH:7][CH:8]=1. (9) Given the reactants [CH2:1]([O:4][N:5]([CH:18]1[CH2:23][N:22]([C:24]([O:26][C:27]([CH3:30])([CH3:29])[CH3:28])=[O:25])[C@H:21]([CH2:31][O:32][Si](C(C)(C)C)(C)C)[CH:20]=[C:19]1[CH2:40][C:41]([NH2:43])=[O:42])[S:6]([C:9]1[CH:14]=[CH:13][CH:12]=[CH:11][C:10]=1[N+:15]([O-:17])=[O:16])(=[O:8])=[O:7])[CH:2]=[CH2:3].I([O-])(=O)(=O)=[O:45].[Na+].OS([O-])=O.[Na+], predict the reaction product. The product is: [CH2:1]([O:4][N:5]([CH:18]1[CH2:23][N:22]([C:24]([O:26][C:27]([CH3:28])([CH3:30])[CH3:29])=[O:25])[C@H:21]([C:31]([OH:45])=[O:32])[CH:20]=[C:19]1[CH2:40][C:41]([NH2:43])=[O:42])[S:6]([C:9]1[CH:14]=[CH:13][CH:12]=[CH:11][C:10]=1[N+:15]([O-:17])=[O:16])(=[O:8])=[O:7])[CH:2]=[CH2:3].